Dataset: Reaction yield outcomes from USPTO patents with 853,638 reactions. Task: Predict the reaction yield, written as a fraction of the theoretical maximum amount of product (1.0 means a 100% yield; for example, 0.34 means a 34% yield). (1) The reactants are [CH2:1]([O:3][C:4](=[O:39])[CH2:5][CH2:6][CH2:7][O:8][C:9]1[CH:14]=[CH:13][CH:12]=[C:11]([CH2:15][CH2:16][CH2:17][CH2:18][CH2:19][CH2:20][O:21][C:22]2[CH:27]=[C:26]([O:28][CH2:29][CH3:30])[CH:25]=[C:24](Br)[CH:23]=2)[C:10]=1[CH2:32][CH2:33][C:34]([O:36][CH2:37][CH3:38])=[O:35])[CH3:2].[O:40]1[C:45]2[CH:46]=[CH:47][C:48](B(O)O)=[CH:49][C:44]=2[O:43][CH2:42][CH2:41]1.C(=O)([O-])[O-].[Cs+].[Cs+]. The catalyst is C1C=CC(P(C2C=CC=CC=2)[C-]2C=CC=C2)=CC=1.C1C=CC(P(C2C=CC=CC=2)[C-]2C=CC=C2)=CC=1.Cl[Pd]Cl.[Fe+2]. The product is [CH2:1]([O:3][C:4](=[O:39])[CH2:5][CH2:6][CH2:7][O:8][C:9]1[CH:14]=[CH:13][CH:12]=[C:11]([CH2:15][CH2:16][CH2:17][CH2:18][CH2:19][CH2:20][O:21][C:22]2[CH:27]=[C:26]([O:28][CH2:29][CH3:30])[CH:25]=[C:24]([C:48]3[CH:47]=[CH:46][C:45]4[O:40][CH2:41][CH2:42][O:43][C:44]=4[CH:49]=3)[CH:23]=2)[C:10]=1[CH2:32][CH2:33][C:34]([O:36][CH2:37][CH3:38])=[O:35])[CH3:2]. The yield is 0.230. (2) The reactants are [F:1][C:2]1[CH:3]=[C:4]([NH:14][C:15](=[O:21])[O:16][C:17]([CH3:20])([CH3:19])[CH3:18])[C:5]([C:10](=[O:13])[CH2:11][F:12])=[N:6][C:7]=1[O:8][CH3:9].[CH3:22][N:23]([CH:25](N(C)C)OC(C)(C)C)[CH3:24]. The catalyst is C1(C)C=CC=CC=1. The product is [CH3:22][N:23]([CH3:25])[CH:24]=[C:11]([F:12])[C:10]([C:5]1[C:4]([NH:14][C:15](=[O:21])[O:16][C:17]([CH3:18])([CH3:20])[CH3:19])=[CH:3][C:2]([F:1])=[C:7]([O:8][CH3:9])[N:6]=1)=[O:13]. The yield is 0.490. (3) The reactants are [H-].[Al+3].[Li+].[H-].[H-].[H-].[Cl-].[Al+3].[Cl-].[Cl-].[Cl:11][C:12]1[C:17]([C:18](OC)=[O:19])=[CH:16][N:15]=[C:14]([Cl:22])[CH:13]=1. The catalyst is CCOCC. The product is [Cl:11][C:12]1[CH:13]=[C:14]([Cl:22])[N:15]=[CH:16][C:17]=1[CH2:18][OH:19]. The yield is 0.430. (4) The reactants are [H-].[H-].[H-].[H-].[Li+].[Al+3].CON(C)[C:10]([C@H:12]1[CH2:17][CH2:16][CH2:15][CH2:14][N:13]1[C:18]([O:20][C:21]([CH3:24])([CH3:23])[CH3:22])=[O:19])=[O:11]. The catalyst is O1CCCC1. The product is [CH:10]([C@H:12]1[CH2:17][CH2:16][CH2:15][CH2:14][N:13]1[C:18]([O:20][C:21]([CH3:24])([CH3:23])[CH3:22])=[O:19])=[O:11]. The yield is 0.730. (5) The reactants are [NH2:1][C:2]1[C:7]([C:8]([C:10]2[CH:11]=[N:12][C:13]([NH:16][CH2:17][CH2:18][O:19][CH3:20])=[CH:14][CH:15]=2)=[O:9])=[CH:6][C:5](Br)=[CH:4][N:3]=1.[CH3:22][O:23][C:24]1[CH:25]=[C:26](B(O)O)[CH:27]=[CH:28][C:29]=1[O:30][CH3:31].C(#N)C.C(=O)([O-])[O-].[Na+].[Na+]. The catalyst is O.Cl[Pd-2](Cl)(P(C1C=CC=CC=1)(C1C=CC=CC=1)C1C=CC=CC=1)P(C1C=CC=CC=1)(C1C=CC=CC=1)C1C=CC=CC=1. The product is [NH2:1][C:2]1[C:7]([C:8]([C:10]2[CH:11]=[N:12][C:13]([NH:16][CH2:17][CH2:18][O:19][CH3:20])=[CH:14][CH:15]=2)=[O:9])=[CH:6][C:5]([C:27]2[CH:26]=[CH:25][C:24]([O:23][CH3:22])=[C:29]([O:30][CH3:31])[CH:28]=2)=[CH:4][N:3]=1. The yield is 0.740.